From a dataset of Full USPTO retrosynthesis dataset with 1.9M reactions from patents (1976-2016). Predict the reactants needed to synthesize the given product. (1) Given the product [CH:1]1[C:10]2[C:5](=[CH:6][CH:7]=[CH:8][CH:9]=2)[CH:4]=[CH:3][C:2]=1[CH2:11][N:12]1[C:17]2[C:18]([NH:22][C:23](=[O:27])[C:24](=[O:26])[NH:37][S:34]([C:30]3[S:29][CH:33]=[CH:32][CH:31]=3)(=[O:36])=[O:35])=[CH:19][CH:20]=[CH:21][C:16]=2[O:15][CH2:14][C:13]1=[O:28], predict the reactants needed to synthesize it. The reactants are: [CH:1]1[C:10]2[C:5](=[CH:6][CH:7]=[CH:8][CH:9]=2)[CH:4]=[CH:3][C:2]=1[CH2:11][N:12]1[C:17]2[C:18]([NH:22][C:23](=[O:27])[C:24]([OH:26])=O)=[CH:19][CH:20]=[CH:21][C:16]=2[O:15][CH2:14][C:13]1=[O:28].[S:29]1[CH:33]=[CH:32][CH:31]=[C:30]1[S:34]([NH2:37])(=[O:36])=[O:35].CCN=C=NCCCN(C)C. (2) Given the product [C:10]1([C:2]2[CH2:3][C:4](=[O:5])[NH:18][N:17]=2)[CH:15]=[CH:14][CH:13]=[CH:12][CH:11]=1, predict the reactants needed to synthesize it. The reactants are: O=[C:2]([C:10]1[CH:15]=[CH:14][CH:13]=[CH:12][CH:11]=1)[CH2:3][C:4](OCCC)=[O:5].O.[NH2:17][NH2:18]. (3) Given the product [CH2:5]([O:4][CH2:3][CH2:2][PH:15](=[O:19])[CH2:20][CH2:21][O:22][CH2:23][C:24]1[CH:10]=[CH:11][CH:6]=[CH:7][CH:8]=1)[C:6]1[CH:11]=[CH:10][CH:9]=[CH:8][CH:7]=1, predict the reactants needed to synthesize it. The reactants are: Br[CH2:2][CH2:3][O:4][CH2:5][C:6]1[CH:11]=[CH:10][CH:9]=[CH:8][CH:7]=1.C(O[P:15]([O-:19])OCC)C.[CH3:20][CH2:21][O:22][CH2:23][CH3:24]. (4) Given the product [C:17]([C:12]1[CH:13]=[C:14]2[C:9](=[C:10]([F:21])[CH:11]=1)[C:8](=[O:22])[N:7]([CH2:6][C:5]1[CH:23]=[CH:24][C:2]([B:26]3[O:30][C:29]([CH3:32])([CH3:31])[C:28]([CH3:34])([CH3:33])[O:27]3)=[CH:3][C:4]=1[F:25])[N:16]=[CH:15]2)([CH3:20])([CH3:19])[CH3:18], predict the reactants needed to synthesize it. The reactants are: Br[C:2]1[CH:24]=[CH:23][C:5]([CH2:6][N:7]2[N:16]=[CH:15][C:14]3[C:9](=[C:10]([F:21])[CH:11]=[C:12]([C:17]([CH3:20])([CH3:19])[CH3:18])[CH:13]=3)[C:8]2=[O:22])=[C:4]([F:25])[CH:3]=1.[B:26]1([B:26]2[O:30][C:29]([CH3:32])([CH3:31])[C:28]([CH3:34])([CH3:33])[O:27]2)[O:30][C:29]([CH3:32])([CH3:31])[C:28]([CH3:34])([CH3:33])[O:27]1.C1(P(C2CCCCC2)C2C=CC=CC=2C2C(C(C)C)=CC(C(C)C)=CC=2C(C)C)CCCCC1.C([O-])(=O)C.[K+].O1CCOCC1. (5) Given the product [CH3:13][C:11]1[CH:12]=[C:7]([CH:8]=[C:9]([CH3:28])[C:10]=1[CH2:14][C:15]1[CH:20]=[CH:19][C:18]([O:21][CH2:22][O:23][CH3:24])=[C:17]([CH:25]([CH3:27])[CH3:26])[CH:16]=1)[C:46]([O:45][CH3:42])=[O:47], predict the reactants needed to synthesize it. The reactants are: FC(F)(F)S(O[C:7]1[CH:12]=[C:11]([CH3:13])[C:10]([CH2:14][C:15]2[CH:20]=[CH:19][C:18]([O:21][CH2:22][O:23][CH3:24])=[C:17]([CH:25]([CH3:27])[CH3:26])[CH:16]=2)=[C:9]([CH3:28])[CH:8]=1)(=O)=O.CC1C(I)=C(O)C=C(C)C=1CC1C=C[C:42]([O:45][CH2:46][O:47]C)=C(C(C)C)C=1.